This data is from Experimentally validated miRNA-target interactions with 360,000+ pairs, plus equal number of negative samples. The task is: Binary Classification. Given a miRNA mature sequence and a target amino acid sequence, predict their likelihood of interaction. (1) The miRNA is hsa-miR-4793-3p with sequence UCUGCACUGUGAGUUGGCUGGCU. The protein sequence of the target gene is MSTAALITLVRSGGNQVRRRVLLSSRLLQDDRRVTPTCHSSTSEPRCSRFDPDGSGSPATWDNFGIWDNRIDEPILLPPSIKYGKPIPKISLENVGCASQIGKRKENEDRFDFAQLTDEVLYFAVYDGHGGPAAADFCHTHMEKCIMDLLPKEKNLETLLTLAFLEIDKAFSSHARLSADATLLTSGTTATVALLRDGIELVVASVGDSRAILCRKGKPMKLTIDHTPERKDEKERIKKCGGFVAWNSLGQPHVNGRLAMTRSIGDLDLKTSGVIAEPETKRIKLHHADDSFLVLTTDGI.... Result: 1 (interaction). (2) The miRNA is rno-miR-192-5p with sequence CUGACCUAUGAAUUGACAGCC. The protein sequence of the target gene is MPRKIEEIKDFLLTARRKDAKSVKIKKNKDNVKFKVRCSRYLYTLVITDKEKAEKLKQSLPPGLAVKELK. Result: 0 (no interaction).